From a dataset of Reaction yield outcomes from USPTO patents with 853,638 reactions. Predict the reaction yield, written as a fraction of the theoretical maximum amount of product (1.0 means a 100% yield; for example, 0.34 means a 34% yield). (1) The reactants are [H-].[Na+].[Cl:3][C:4]1[CH:12]=[CH:11][C:10]2[NH:9][C:8]3[CH2:13][CH2:14][N:15]([CH3:17])[CH2:16][C:7]=3[C:6]=2[CH:5]=1.Br[CH2:19][CH2:20][CH2:21][C:22]1[CH:23]=[CH:24][C:25]([C:28]([F:31])([F:30])[F:29])=[N:26][CH:27]=1.O. The catalyst is CN(C=O)C. The product is [Cl:3][C:4]1[CH:12]=[CH:11][C:10]2[N:9]([CH2:19][CH2:20][CH2:21][C:22]3[CH:27]=[N:26][C:25]([C:28]([F:31])([F:29])[F:30])=[CH:24][CH:23]=3)[C:8]3[CH2:13][CH2:14][N:15]([CH3:17])[CH2:16][C:7]=3[C:6]=2[CH:5]=1. The yield is 0.320. (2) The reactants are [F:1][C:2]([F:13])([F:12])[C:3]([C:6]1[O:10][N:9]=[C:8]([NH2:11])[CH:7]=1)([CH3:5])[CH3:4].C(=O)([O-])[O-].[K+].[K+].Cl[C:21]([O:23][C:24]1[CH:29]=[CH:28][C:27]([Cl:30])=[CH:26][CH:25]=1)=[O:22]. The catalyst is C1COCC1. The product is [F:13][C:2]([F:1])([F:12])[C:3]([C:6]1[O:10][N:9]=[C:8]([NH:11][C:21](=[O:22])[O:23][C:24]2[CH:29]=[CH:28][C:27]([Cl:30])=[CH:26][CH:25]=2)[CH:7]=1)([CH3:5])[CH3:4]. The yield is 0.390. (3) The yield is 0.910. The catalyst is O1CCCC1.O. The reactants are [NH2:1][C:2]1[CH:3]=[C:4]([CH:10]=[CH:11][CH:12]=1)[C:5]([O:7][CH2:8][CH3:9])=[O:6].N1C=CC=CC=1.Cl[C:20]([O:22][CH2:23][C:24]([Cl:27])([Cl:26])[Cl:25])=[O:21].C(OCC)(=O)C. The product is [Cl:25][C:24]([Cl:27])([Cl:26])[CH2:23][O:22][C:20]([NH:1][C:2]1[CH:3]=[C:4]([CH:10]=[CH:11][CH:12]=1)[C:5]([O:7][CH2:8][CH3:9])=[O:6])=[O:21]. (4) The reactants are C[O:2][C:3](=[O:27])[C:4]1[C:9]([O:10]C(=O)C)=[C:8]([O:14][CH2:15][C:16]2[CH:21]=[CH:20][CH:19]=[CH:18][CH:17]=2)[C:7]([CH2:22][O:23]C(=O)C)=[N:6][CH:5]=1.[OH-].[Na+].C(OCC)C.Cl. The catalyst is CO. The product is [CH2:15]([O:14][C:8]1[C:7]([CH2:22][OH:23])=[N:6][CH:5]=[C:4]([C:9]=1[OH:10])[C:3]([OH:27])=[O:2])[C:16]1[CH:17]=[CH:18][CH:19]=[CH:20][CH:21]=1. The yield is 0.680. (5) The reactants are [CH:1]1([NH:6][C:7]2[CH:8]=[CH:9][CH:10]=[C:11]3[C:15]=2[NH:14][C:13]([C:16]2[S:17][CH2:18][C@@H:19]([CH2:21][OH:22])[N:20]=2)=[CH:12]3)[CH2:5][CH2:4][CH2:3][CH2:2]1.[CH3:23][S:24](Cl)(=[O:26])=[O:25].C(N(CC)CC)C.C(=O)(O)[O-].[Na+]. The catalyst is ClCCl. The product is [CH:1]1([NH:6][C:7]2[CH:8]=[CH:9][CH:10]=[C:11]3[C:15]=2[NH:14][C:13]([C:16]2[S:17][CH2:18][C@@H:19]([CH2:21][O:22][S:24]([CH3:23])(=[O:26])=[O:25])[N:20]=2)=[CH:12]3)[CH2:2][CH2:3][CH2:4][CH2:5]1. The yield is 0.600. (6) The yield is 0.760. The reactants are Cl[C:2](Cl)([O:4]C(=O)OC(Cl)(Cl)Cl)Cl.[NH:13]1[CH2:17][CH2:16][NH:15][C:14]1=[O:18].[CH3:19][N:20]1[CH:24]=[C:23]([C:25]2[CH:30]=[C:29]([O:31][C:32]3[CH:33]=[CH:34][C:35]([NH2:38])=[N:36][CH:37]=3)[CH:28]=[CH:27][N:26]=2)[CH:22]=[N:21]1. The catalyst is CC#N. The product is [CH3:19][N:20]1[CH:24]=[C:23]([C:25]2[CH:30]=[C:29]([O:31][C:32]3[CH:33]=[CH:34][C:35]([NH:38][C:2]([N:13]4[CH2:17][CH2:16][NH:15][C:14]4=[O:18])=[O:4])=[N:36][CH:37]=3)[CH:28]=[CH:27][N:26]=2)[CH:22]=[N:21]1. (7) The reactants are [NH2:1][C:2]1[CH:7]=[CH:6][C:5]([C@@H:8]([CH3:17])[CH2:9][NH:10][S:11]([CH:14]([CH3:16])[CH3:15])(=[O:13])=[O:12])=[CH:4][CH:3]=1.C(N(CC)CC)C.[F:25][C:26]1[CH:27]=[C:28]([CH:32]=[C:33]([F:35])[CH:34]=1)[C:29](Cl)=[O:30]. The catalyst is C(Cl)Cl.C(OCC)C. The product is [CH3:17][C@H:8]([C:5]1[CH:4]=[CH:3][C:2]([NH:1][C:29]([C:28]2[CH:27]=[C:26]([F:25])[CH:34]=[C:33]([F:35])[CH:32]=2)=[O:30])=[CH:7][CH:6]=1)[CH2:9][NH:10][S:11]([CH:14]([CH3:16])[CH3:15])(=[O:13])=[O:12]. The yield is 0.957.